Dataset: Full USPTO retrosynthesis dataset with 1.9M reactions from patents (1976-2016). Task: Predict the reactants needed to synthesize the given product. (1) The reactants are: C([C:3]([CH3:13])([CH3:12])[C:4]#[C:5][C:6]([OH:11])([CH3:10])[C:7]([OH:9])=O)C.[C:14]([O:18][C:19]([NH:21][CH2:22][C:23]1[CH:37]=[CH:36][C:35]([Cl:38])=[CH:34][C:24]=1[CH2:25][NH:26][C:27](=[O:33])[C@@H:28]1[CH2:32][CH2:31][CH2:30][NH:29]1)=[O:20])([CH3:17])([CH3:16])[CH3:15].C1C=C2N=NN(O)C2=CC=1.O.C(Cl)CCl.C(N(C(C)C)CC)(C)C. Given the product [CH3:10][C:6]([OH:11])([C:5]#[C:4][CH:3]([CH3:12])[CH3:13])[C:7]([N:29]1[CH2:30][CH2:31][CH2:32][C@H:28]1[C:27]([NH:26][CH2:25][C:24]1[CH:34]=[C:35]([Cl:38])[CH:36]=[CH:37][C:23]=1[CH2:22][NH:21][C:19]([O:18][C:14]([CH3:15])([CH3:16])[CH3:17])=[O:20])=[O:33])=[O:9], predict the reactants needed to synthesize it. (2) The reactants are: Cl[C:2]1[CH:3]=[C:4]([NH:10][C:11]2[CH:16]=[CH:15][C:14]([C:17]([N:19]3[CH2:24][CH2:23][O:22][CH2:21][CH2:20]3)=[O:18])=[CH:13][N:12]=2)[C:5](=[O:9])[N:6]([CH3:8])[N:7]=1.B1(B2OC(C)(C)C(C)(C)O2)OC(C)(C)C(C)(C)O1.CC(C1C=C(C(C)C)C(C2C=CC=CC=2P(C2CCCCC2)C2CCCCC2)=C(C(C)C)C=1)C.CC([O-])=O.[K+].Br[C:83]1[CH:90]=[CH:89][CH:88]=[C:87]([N:91]2[C:97](=[O:98])[C:96]3[CH:99]=[CH:100][C:101]([C:103]([CH3:106])([CH3:105])[CH3:104])=[CH:102][C:95]=3[O:94][CH2:93][CH2:92]2)[C:84]=1[CH:85]=[O:86].C([O-])([O-])=O.[K+].[K+].P(C1CCCCC1)(C1CCCCC1)C1CCCCC1. Given the product [C:103]([C:101]1[CH:100]=[CH:99][C:96]2[C:97](=[O:98])[N:91]([C:87]3[CH:88]=[CH:89][CH:90]=[C:83]([C:2]4[CH:3]=[C:4]([NH:10][C:11]5[CH:16]=[CH:15][C:14]([C:17]([N:19]6[CH2:24][CH2:23][O:22][CH2:21][CH2:20]6)=[O:18])=[CH:13][N:12]=5)[C:5](=[O:9])[N:6]([CH3:8])[N:7]=4)[C:84]=3[CH:85]=[O:86])[CH2:92][CH2:93][O:94][C:95]=2[CH:102]=1)([CH3:106])([CH3:104])[CH3:105], predict the reactants needed to synthesize it. (3) Given the product [CH:2]1[CH:3]=[C:12]([C:11]([OH:23])=[O:22])[C:13]([OH:14])=[CH:18][CH:19]=1, predict the reactants needed to synthesize it. The reactants are: N(CCO)(CCO)[CH2:2][CH2:3]O.[C:11]([OH:23])(=[O:22])[CH2:12][C:13]([CH2:18][C:19](O)=O)(C(O)=O)[OH:14].C([O-])(=O)CC(CC([O-])=O)(C([O-])=O)O.[Na+].[Na+].[Na+].[Na]. (4) Given the product [C:1]([O:5][C@@H:6]([C:12]1[C:30]([CH3:31])=[CH:29][C:15]2[N:16]=[C:17]([C:46]3[CH:47]=[CH:48][C:43]4[N:42]=[N:41][N:40]([CH3:39])[C:44]=4[CH:45]=3)[S:18][C:14]=2[C:13]=1[C:32]1[CH:33]=[CH:34][C:35]([Cl:38])=[CH:36][CH:37]=1)[C:7]([O:9][CH2:10][CH3:11])=[O:8])([CH3:3])([CH3:2])[CH3:4], predict the reactants needed to synthesize it. The reactants are: [C:1]([O:5][C@@H:6]([C:12]1[C:30]([CH3:31])=[CH:29][C:15]2[N:16]=[C:17](C3C=CC4N(C)N=NC=4C=3)[S:18][C:14]=2[C:13]=1[C:32]1[CH:37]=[CH:36][C:35]([Cl:38])=[CH:34][CH:33]=1)[C:7]([O:9][CH2:10][CH3:11])=[O:8])([CH3:4])([CH3:3])[CH3:2].[CH3:39][N:40]1[C:44]2[CH:45]=[C:46](B3OC(C)(C)C(C)(C)O3)[CH:47]=[CH:48][C:43]=2[N:42]=[N:41]1. (5) Given the product [CH3:12][C:8]1[C:6]2[N:7]=[C:2]([C:40]3[CH:41]=[CH:42][C:43]([NH2:46])=[N:44][CH:45]=3)[N:3]=[C:4]([N:13]3[CH2:18][CH2:17][O:16][CH2:15][CH2:14]3)[C:5]=2[S:10][C:9]=1[C:27]1[CH:26]=[CH:25][CH:24]=[C:23]([S:20]([CH3:19])(=[O:22])=[O:21])[CH:28]=1, predict the reactants needed to synthesize it. The reactants are: Cl[C:2]1[N:3]=[C:4]([N:13]2[CH2:18][CH2:17][O:16][CH2:15][CH2:14]2)[C:5]2[S:10][C:9](I)=[C:8]([CH3:12])[C:6]=2[N:7]=1.[CH3:19][S:20]([C:23]1[CH:24]=[C:25](B(O)O)[CH:26]=[CH:27][CH:28]=1)(=[O:22])=[O:21].CC1(C)C(C)(C)OB([C:40]2[CH:41]=[CH:42][C:43]([NH2:46])=[N:44][CH:45]=2)O1.